From a dataset of Full USPTO retrosynthesis dataset with 1.9M reactions from patents (1976-2016). Predict the reactants needed to synthesize the given product. (1) Given the product [F:34][C:3]([F:2])([F:33])[C:4]1[CH:5]=[C:6]([CH:26]=[C:27]([C:29]([F:30])([F:31])[F:32])[CH:28]=1)[CH2:7][N:8]([CH3:25])[C:9]([C@@H:11]1[CH2:16][CH2:15][N:14]([C:36]2[S:37][C:38]([N+:41]([O-:43])=[O:42])=[CH:39][N:40]=2)[CH2:13][C@H:12]1[C:17]1[CH:22]=[CH:21][C:20]([F:23])=[CH:19][C:18]=1[CH3:24])=[O:10], predict the reactants needed to synthesize it. The reactants are: Cl.[F:2][C:3]([F:34])([F:33])[C:4]1[CH:5]=[C:6]([CH:26]=[C:27]([C:29]([F:32])([F:31])[F:30])[CH:28]=1)[CH2:7][N:8]([CH3:25])[C:9]([C@@H:11]1[CH2:16][CH2:15][NH:14][CH2:13][C@H:12]1[C:17]1[CH:22]=[CH:21][C:20]([F:23])=[CH:19][C:18]=1[CH3:24])=[O:10].Br[C:36]1[S:37][C:38]([N+:41]([O-:43])=[O:42])=[CH:39][N:40]=1.C(=O)([O-])O.[Na+].O. (2) Given the product [Cl:1][CH2:38][C:36]1[CH:35]=[CH:34][N:33]=[C:32]([F:31])[CH:37]=1, predict the reactants needed to synthesize it. The reactants are: [Cl:1]N1C(=O)CCC1=O.C(O)(=O)C.C(OOC(=O)C1C=CC=CC=1)(=O)C1C=CC=CC=1.[F:31][C:32]1[CH:37]=[C:36]([CH3:38])[CH:35]=[CH:34][N:33]=1. (3) The reactants are: [CH2:1]([O:19][C@H:20]([CH2:25][O:26][CH2:27][CH2:28][CH2:29][CH2:30][CH2:31][CH2:32][CH2:33][CH2:34][CH2:35][CH2:36][CH2:37][CH2:38][CH2:39][CH2:40][CH2:41][CH2:42][CH2:43][CH3:44])[CH2:21][CH2:22][CH2:23][OH:24])[CH2:2][CH2:3][CH2:4][CH2:5][CH2:6][CH2:7][CH2:8][CH2:9][CH2:10][CH2:11][CH2:12][CH2:13][CH2:14][CH2:15][CH2:16][CH2:17][CH3:18].CN(C)N1C=CC=CC1.Cl[C:55]([O:57][C:58]1[CH:63]=[CH:62][C:61]([N+:64]([O-:66])=[O:65])=[CH:60][CH:59]=1)=[O:56]. Given the product [C:55](=[O:56])([O:57][C:58]1[CH:59]=[CH:60][C:61]([N+:64]([O-:66])=[O:65])=[CH:62][CH:63]=1)[O:24][CH2:23][CH2:22][CH2:21][C@H:20]([O:19][CH2:1][CH2:2][CH2:3][CH2:4][CH2:5][CH2:6][CH2:7][CH2:8][CH2:9][CH2:10][CH2:11][CH2:12][CH2:13][CH2:14][CH2:15][CH2:16][CH2:17][CH3:18])[CH2:25][O:26][CH2:27][CH2:28][CH2:29][CH2:30][CH2:31][CH2:32][CH2:33][CH2:34][CH2:35][CH2:36][CH2:37][CH2:38][CH2:39][CH2:40][CH2:41][CH2:42][CH2:43][CH3:44], predict the reactants needed to synthesize it. (4) The reactants are: [NH2:1][CH:2]1[CH2:7][CH2:6][N:5]([CH2:8][CH2:9][N:10]2[C:15]3[CH:16]=[C:17]([Cl:20])[CH:18]=[CH:19][C:14]=3[N+:13]([O-:21])=[N:12][C:11]2=[O:22])[CH2:4][CH2:3]1.[O:23]1[C:32]2[CH:31]=[C:30]([CH:33]=O)[N:29]=[CH:28][C:27]=2[O:26][CH2:25][CH2:24]1.C(O[BH3-])(=O)C.[Na+].CO. Given the product [Cl:20][C:17]1[CH:18]=[CH:19][C:14]2[N+:13]([O-:21])=[N:12][C:11](=[O:22])[N:10]([CH2:9][CH2:8][N:5]3[CH2:4][CH2:3][CH:2]([NH:1][CH2:33][C:30]4[N:29]=[CH:28][C:27]5[O:26][CH2:25][CH2:24][O:23][C:32]=5[CH:31]=4)[CH2:7][CH2:6]3)[C:15]=2[CH:16]=1, predict the reactants needed to synthesize it.